From a dataset of Retrosynthesis with 50K atom-mapped reactions and 10 reaction types from USPTO. Predict the reactants needed to synthesize the given product. (1) Given the product Nc1ccccc1C(=O)N1CCCC1, predict the reactants needed to synthesize it. The reactants are: C1CCNC1.Nc1ccccc1C(=O)O. (2) Given the product COC(=O)C(C)(C)CO, predict the reactants needed to synthesize it. The reactants are: CC(C)(CO)C(=O)O.CO. (3) The reactants are: CCOC(=O)c1cc(C#Cc2cccc(OC)c2)cn1CC. Given the product CCn1cc(C#Cc2cccc(OC)c2)cc1C(=O)O, predict the reactants needed to synthesize it. (4) Given the product CC(C)Sc1c(C#N)cnc2ccc(I)cc12, predict the reactants needed to synthesize it. The reactants are: CC(C)S.N#Cc1cnc2ccc(I)cc2c1Cl. (5) Given the product CCCCCCCCCCCC(=O)Oc1c(I)cc(I)cc1I, predict the reactants needed to synthesize it. The reactants are: CCCCCCCCCCCC(=O)Cl.Oc1c(I)cc(I)cc1I. (6) Given the product CCOC(=O)CN(Cc1ccccc1Cl)C(=C(C#N)C#N)N1CCC[C@@H](NC(=O)OC(C)(C)C)C1, predict the reactants needed to synthesize it. The reactants are: CCOC(=O)CNC(=C(C#N)C#N)N1CCC[C@@H](NC(=O)OC(C)(C)C)C1.Clc1ccccc1CBr. (7) Given the product O=C(NCC(=O)N1CCN(c2ccc(OCc3ccccc3)cc2)CC1)c1ccc(Br)nc1, predict the reactants needed to synthesize it. The reactants are: O=C(O)c1ccc(Br)nc1.[NH3+]CC(=O)N1CCN(c2ccc(OCc3ccccc3)cc2)CC1. (8) Given the product C=CCOc1cc(OC)ccc1[N+](=O)[O-], predict the reactants needed to synthesize it. The reactants are: C=CCBr.COc1ccc([N+](=O)[O-])c(O)c1.